Task: Predict the product of the given reaction.. Dataset: Forward reaction prediction with 1.9M reactions from USPTO patents (1976-2016) (1) Given the reactants Cl.[O:2]=[C:3]1[N:7]([C:8]2[CH:17]=[CH:16][C:11]([C:12]([O:14][CH3:15])=[O:13])=[CH:10][CH:9]=2)[CH2:6][C:5]2([CH2:22][CH2:21][NH:20][CH2:19][CH2:18]2)[O:4]1.[Cl:23][C:24]1[CH:31]=[CH:30][C:27]([CH:28]=O)=[CH:26][C:25]=1[C:32]([F:35])([F:34])[F:33], predict the reaction product. The product is: [Cl:23][C:24]1[CH:31]=[CH:30][C:27]([CH2:28][N:20]2[CH2:21][CH2:22][C:5]3([O:4][C:3](=[O:2])[N:7]([C:8]4[CH:17]=[CH:16][C:11]([C:12]([O:14][CH3:15])=[O:13])=[CH:10][CH:9]=4)[CH2:6]3)[CH2:18][CH2:19]2)=[CH:26][C:25]=1[C:32]([F:33])([F:34])[F:35]. (2) Given the reactants [C:1]([C:3]1[C:4]2[C:11]([O:12][CH3:13])=[CH:10][CH:9]=[CH:8][C:5]=2[S:6][CH:7]=1)#[CH:2].I[C:15]1[CH:23]=[CH:22][C:18]([C:19]([OH:21])=[O:20])=[CH:17][CH:16]=1, predict the reaction product. The product is: [C:19]([C:18]1[CH:22]=[CH:23][C:15]([C:2]#[C:1][C:3]2[C:4]3[C:11]([O:12][CH3:13])=[CH:10][CH:9]=[CH:8][C:5]=3[S:6][CH:7]=2)=[CH:16][CH:17]=1)([OH:21])=[O:20]. (3) Given the reactants [OH:1][NH:2][C:3](=[NH:40])[C:4]1[CH:9]=[CH:8][C:7]([O:10][CH2:11][C:12]2[S:16][C:15]([C:17]3[CH:22]=[CH:21][C:20]([C:23]([F:26])([F:25])[F:24])=[CH:19][CH:18]=3)=[N:14][C:13]=2[CH2:27][N:28]2[CH2:33][CH2:32][CH:31]([C:34]([F:37])([F:36])[F:35])[CH2:30][CH2:29]2)=[CH:6][C:5]=1[O:38][CH3:39].N1C=CC=CC=1.[C:47]1([O:53]C(Cl)=O)C=CC=CC=1.O, predict the reaction product. The product is: [CH3:39][O:38][C:5]1[CH:6]=[C:7]([O:10][CH2:11][C:12]2[S:16][C:15]([C:17]3[CH:22]=[CH:21][C:20]([C:23]([F:24])([F:25])[F:26])=[CH:19][CH:18]=3)=[N:14][C:13]=2[CH2:27][N:28]2[CH2:33][CH2:32][CH:31]([C:34]([F:37])([F:36])[F:35])[CH2:30][CH2:29]2)[CH:8]=[CH:9][C:4]=1[C:3]1[NH:40][C:47](=[O:53])[O:1][N:2]=1. (4) Given the reactants [CH2:1]([O:8][NH:9][C:10]([CH:12]1[N:21](C(OC(C)(C)C)=O)[CH2:20][C:15]2=[N:16][CH:17]=[CH:18][N:19]=[C:14]2[CH2:13]1)=[O:11])[C:2]1[CH:7]=[CH:6][CH:5]=[CH:4][CH:3]=1.[ClH:29].C(OCC)(=O)C, predict the reaction product. The product is: [ClH:29].[CH2:1]([O:8][NH:9][C:10]([CH:12]1[NH:21][CH2:20][C:15]2=[N:16][CH:17]=[CH:18][N:19]=[C:14]2[CH2:13]1)=[O:11])[C:2]1[CH:7]=[CH:6][CH:5]=[CH:4][CH:3]=1. (5) Given the reactants [CH3:1][C:2]1[CH:3]=[C:4]([C:8]2[N:9]=[C:10]3[CH:15]=[CH:14][CH:13]=[N:12][N:11]3[C:16]=2[C:17]2[CH:22]=[CH:21][N:20]=[C:19]([NH2:23])[CH:18]=2)[CH:5]=[CH:6][CH:7]=1.[CH:24]1([C:27](Cl)=[O:28])[CH2:26][CH2:25]1.C(N(CC)CC)C, predict the reaction product. The product is: [CH3:1][C:2]1[CH:3]=[C:4]([C:8]2[N:9]=[C:10]3[CH:15]=[CH:14][CH:13]=[N:12][N:11]3[C:16]=2[C:17]2[CH:22]=[CH:21][N:20]=[C:19]([NH:23][C:27]([CH:24]3[CH2:26][CH2:25]3)=[O:28])[CH:18]=2)[CH:5]=[CH:6][CH:7]=1.